This data is from Catalyst prediction with 721,799 reactions and 888 catalyst types from USPTO. The task is: Predict which catalyst facilitates the given reaction. (1) Reactant: Cl[C:2]1[CH:7]=[C:6]([Cl:8])[N:5]=[CH:4][N:3]=1.[F:9][C:10]([F:20])([F:19])[O:11][C:12]1[CH:18]=[CH:17][C:15]([NH2:16])=[CH:14][CH:13]=1.CCN(C(C)C)C(C)C. Product: [Cl:8][C:6]1[N:5]=[CH:4][N:3]=[C:2]([NH:16][C:15]2[CH:17]=[CH:18][C:12]([O:11][C:10]([F:9])([F:19])[F:20])=[CH:13][CH:14]=2)[CH:7]=1. The catalyst class is: 8. (2) Reactant: Br[C:2]1[CH:3]=[C:4]([CH2:8][NH2:9])[CH:5]=[CH:6][CH:7]=1.[CH3:10][C:11]([O:14][C:15]([N:17]1[CH2:22][CH2:21][N:20]([CH2:23][C:24]2[CH:25]=[C:26](B(O)O)[CH:27]=[CH:28][CH:29]=2)[CH2:19][CH2:18]1)=[O:16])([CH3:13])[CH3:12].C([O-])([O-])=O.[K+].[K+]. Product: [NH2:9][CH2:8][C:4]1[CH:3]=[C:2]([C:26]2[CH:27]=[CH:28][CH:29]=[C:24]([CH2:23][N:20]3[CH2:21][CH2:22][N:17]([C:15]([O:14][C:11]([CH3:13])([CH3:12])[CH3:10])=[O:16])[CH2:18][CH2:19]3)[CH:25]=2)[CH:7]=[CH:6][CH:5]=1. The catalyst class is: 70. (3) Reactant: [OH:1][NH:2][C:3](=[NH:11])[C:4]1[CH:9]=[CH:8][C:7]([F:10])=[CH:6][CH:5]=1.[C:12]([O:16][C:17]([N:19]1[CH2:24][CH2:23][N:22]([CH3:25])[CH:21]([C:26](O)=O)[CH2:20]1)=[O:18])([CH3:15])([CH3:14])[CH3:13].CCN=C=NCCCN(C)C.Cl.C1C=CC2N(O)N=NC=2C=1.C(N(CC)CC)C. Product: [C:12]([O:16][C:17]([N:19]1[CH2:24][CH2:23][N:22]([CH3:25])[CH:21]([C:26]2[O:1][N:2]=[C:3]([C:4]3[CH:5]=[CH:6][C:7]([F:10])=[CH:8][CH:9]=3)[N:11]=2)[CH2:20]1)=[O:18])([CH3:15])([CH3:14])[CH3:13]. The catalyst class is: 12.